Dataset: Merck oncology drug combination screen with 23,052 pairs across 39 cell lines. Task: Regression. Given two drug SMILES strings and cell line genomic features, predict the synergy score measuring deviation from expected non-interaction effect. (1) Drug 1: CCC1(O)C(=O)OCc2c1cc1n(c2=O)Cc2cc3c(CN(C)C)c(O)ccc3nc2-1. Drug 2: CCc1cnn2c(NCc3ccc[n+]([O-])c3)cc(N3CCCCC3CCO)nc12. Cell line: LNCAP. Synergy scores: synergy=-163. (2) Drug 1: CN(C)C(=N)N=C(N)N. Drug 2: Cn1nnc2c(C(N)=O)ncn2c1=O. Cell line: SW837. Synergy scores: synergy=-15.6. (3) Drug 1: COC1CC2CCC(C)C(O)(O2)C(=O)C(=O)N2CCCCC2C(=O)OC(C(C)CC2CCC(OP(C)(C)=O)C(OC)C2)CC(=O)C(C)C=C(C)C(O)C(OC)C(=O)C(C)CC(C)C=CC=CC=C1C. Cell line: UWB1289BRCA1. Synergy scores: synergy=0.434. Drug 2: NC1CCCCC1N.O=C(O)C(=O)O.[Pt+2]. (4) Drug 1: N.N.O=C(O)C1(C(=O)O)CCC1.[Pt]. Drug 2: Cn1cc(-c2cnn3c(N)c(Br)c(C4CCCNC4)nc23)cn1. Cell line: NCIH1650. Synergy scores: synergy=0.121. (5) Drug 1: CC(=O)OC1C(=O)C2(C)C(O)CC3OCC3(OC(C)=O)C2C(OC(=O)c2ccccc2)C2(O)CC(OC(=O)C(O)C(NC(=O)c3ccccc3)c3ccccc3)C(C)=C1C2(C)C. Drug 2: CS(=O)(=O)CCNCc1ccc(-c2ccc3ncnc(Nc4ccc(OCc5cccc(F)c5)c(Cl)c4)c3c2)o1. Cell line: SW837. Synergy scores: synergy=26.1. (6) Drug 1: Cc1nc(Nc2ncc(C(=O)Nc3c(C)cccc3Cl)s2)cc(N2CCN(CCO)CC2)n1. Drug 2: Cn1cc(-c2cnn3c(N)c(Br)c(C4CCCNC4)nc23)cn1. Cell line: PA1. Synergy scores: synergy=35.5.